From a dataset of Catalyst prediction with 721,799 reactions and 888 catalyst types from USPTO. Predict which catalyst facilitates the given reaction. (1) Reactant: [CH3:1][CH:2]([CH3:29])[C@@H:3]([O:19][CH2:20][CH2:21][O:22][C:23]1[CH:28]=[CH:27][CH:26]=[CH:25][CH:24]=1)[C:4]([NH:6][C@H:7]([C:9]1[CH:18]=[CH:17][C:12]([C:13]([O:15]C)=[O:14])=[CH:11][CH:10]=1)[CH3:8])=[O:5].[OH-].[Na+].Cl. Product: [CH3:1][CH:2]([CH3:29])[C@@H:3]([O:19][CH2:20][CH2:21][O:22][C:23]1[CH:28]=[CH:27][CH:26]=[CH:25][CH:24]=1)[C:4]([NH:6][C@H:7]([C:9]1[CH:18]=[CH:17][C:12]([C:13]([OH:15])=[O:14])=[CH:11][CH:10]=1)[CH3:8])=[O:5]. The catalyst class is: 92. (2) Reactant: Br[C:2]1[CH:3]=[C:4]([CH:11]=[C:12]([Br:15])[C:13]=1[CH3:14])[C:5]([NH:7][CH:8]1[CH2:10][CH2:9]1)=[O:6].CC1(C)C(C)(C)OB(/[CH:24]=[CH:25]/[CH2:26][O:27][CH3:28])O1.C([O-])([O-])=O.[Na+].[Na+]. Product: [Br:15][C:12]1[CH:11]=[C:4]([CH:3]=[C:2](/[CH:24]=[CH:25]/[CH2:26][O:27][CH3:28])[C:13]=1[CH3:14])[C:5]([NH:7][CH:8]1[CH2:10][CH2:9]1)=[O:6]. The catalyst class is: 18.